From a dataset of Cav3 T-type calcium channel HTS with 100,875 compounds. Binary Classification. Given a drug SMILES string, predict its activity (active/inactive) in a high-throughput screening assay against a specified biological target. (1) The compound is S(=O)(=O)(N(CC(O)Cn1c2c(c3c1cccc3)cccc2)C)c1ccc(cc1)C. The result is 0 (inactive). (2) The drug is ClC(C(=O)Nc1ccc(N2CCCC2)cc1)c1ccccc1. The result is 0 (inactive). (3) The compound is O(CCn1c(=O)c2c([nH]c1=O)cc(cc2)C(=O)NCc1ccccc1)C. The result is 0 (inactive).